This data is from Full USPTO retrosynthesis dataset with 1.9M reactions from patents (1976-2016). The task is: Predict the reactants needed to synthesize the given product. (1) Given the product [F:14][C:11]1[C:12]([F:13])=[C:5]2[C:6]([C:7]([NH2:8])=[N:2][NH:3]2)=[CH:9][CH:10]=1, predict the reactants needed to synthesize it. The reactants are: O.[NH2:2][NH2:3].F[C:5]1[C:12]([F:13])=[C:11]([F:14])[CH:10]=[CH:9][C:6]=1[C:7]#[N:8].C(OCC)(=O)C.O1CCCC1. (2) The reactants are: [OH:1][C:2]1[C:3]([O:10][CH3:11])=[C:4]([CH:7]=[CH:8][CH:9]=1)[CH:5]=[O:6].C(=O)([O-])[O-].[K+].[K+].Br[CH2:19][C:20]1[CH:25]=[CH:24][C:23]([C:26]([F:29])([F:28])[F:27])=[CH:22][C:21]=1[C:30]([F:33])([F:32])[F:31].O. Given the product [F:31][C:30]([F:32])([F:33])[C:21]1[CH:22]=[C:23]([C:26]([F:29])([F:27])[F:28])[CH:24]=[CH:25][C:20]=1[CH2:19][O:1][C:2]1[C:3]([O:10][CH3:11])=[C:4]([CH:7]=[CH:8][CH:9]=1)[CH:5]=[O:6], predict the reactants needed to synthesize it. (3) Given the product [Cl:19][C:12]1[CH:13]=[C:14]([C:15]([F:18])([F:17])[F:16])[C:8]2[C:9]([CH:11]=1)=[N:10][N:6]([CH2:5][C:2]([NH:1][C:27](=[S:28])[C:26]1[CH:25]=[CH:24][C:23]([C:22]([F:21])([F:32])[F:33])=[CH:31][CH:30]=1)([C:3]#[N:4])[CH3:20])[N:7]=2, predict the reactants needed to synthesize it. The reactants are: [NH2:1][C:2]([CH3:20])([CH2:5][N:6]1[N:10]=[C:9]2[CH:11]=[C:12]([Cl:19])[CH:13]=[C:14]([C:15]([F:18])([F:17])[F:16])[C:8]2=[N:7]1)[C:3]#[N:4].[F:21][C:22]([F:33])([F:32])[C:23]1[CH:31]=[CH:30][C:26]([C:27](Cl)=[S:28])=[CH:25][CH:24]=1. (4) Given the product [CH:1]1([C:6]2([N:17]([CH3:19])[CH3:18])[CH2:16][CH2:15][C:9]3([CH2:13][NH:12][CH2:11][CH2:10]3)[CH2:8][CH2:7]2)[CH2:5][CH2:4][CH2:3][CH2:2]1, predict the reactants needed to synthesize it. The reactants are: [CH:1]1([C:6]2([N:17]([CH3:19])[CH3:18])[CH2:16][CH2:15][C:9]3([C:13](=O)[NH:12][CH2:11][CH2:10]3)[CH2:8][CH2:7]2)[CH2:5][CH2:4][CH2:3][CH2:2]1.[H-].[Al+3].[Li+].[H-].[H-].[H-].O.[OH-].[Na+]. (5) Given the product [F:13][C:12]([F:15])([F:14])[C:9]1[CH:10]=[C:11]2[C:6]([CH:5]=[CH:4][N:3]=[C:2]2[NH:16][CH2:17][C:18]([NH:20][CH:21]2[CH2:24][N:23]([C:25]([O:27][C:28]([CH3:31])([CH3:30])[CH3:29])=[O:26])[CH2:22]2)=[O:19])=[CH:7][CH:8]=1, predict the reactants needed to synthesize it. The reactants are: Cl[C:2]1[C:11]2[C:6](=[CH:7][CH:8]=[C:9]([C:12]([F:15])([F:14])[F:13])[CH:10]=2)[CH:5]=[CH:4][N:3]=1.[NH2:16][CH2:17][C:18]([NH:20][CH:21]1[CH2:24][N:23]([C:25]([O:27][C:28]([CH3:31])([CH3:30])[CH3:29])=[O:26])[CH2:22]1)=[O:19].C([O-])([O-])=O.[Cs+].[Cs+].C1C=CC(P(C2C(C3C(P(C4C=CC=CC=4)C4C=CC=CC=4)=CC=C4C=3C=CC=C4)=C3C(C=CC=C3)=CC=2)C2C=CC=CC=2)=CC=1. (6) Given the product [C:1]1([C:7]2[CH:8]=[CH:9][C:10]3[O:14][C:13]([CH2:15][O:16][C:17](=[O:33])[NH2:18])=[CH:12][C:11]=3[CH:34]=2)[CH:2]=[CH:3][CH:4]=[CH:5][CH:6]=1, predict the reactants needed to synthesize it. The reactants are: [C:1]1([C:7]2[CH:8]=[CH:9][C:10]3[O:14][C:13]([CH2:15][O:16][C:17](=[O:33])[NH:18]C4C=CC(C5C=CC=CC=5)=CC=4C#N)=[CH:12][C:11]=3[CH:34]=2)[CH:6]=[CH:5][CH:4]=[CH:3][CH:2]=1.[N-]=[N+]=[N-].[Na+].[Cl-].[NH4+].C(OCC)(=O)C.